Dataset: Reaction yield outcomes from USPTO patents with 853,638 reactions. Task: Predict the reaction yield, written as a fraction of the theoretical maximum amount of product (1.0 means a 100% yield; for example, 0.34 means a 34% yield). The reactants are [Cl:1][C:2]1[CH:7]=[CH:6][C:5]([C:8](=[O:10])[CH3:9])=[C:4]([OH:11])[CH:3]=1.CO.[F:14][CH2:15][C:16](=O)[CH3:17].N1CCCC1. The catalyst is CC(OC)(C)C. The product is [Cl:1][C:2]1[CH:3]=[C:4]2[C:5]([C:8](=[O:10])[CH2:9][C:16]([CH2:15][F:14])([CH3:17])[O:11]2)=[CH:6][CH:7]=1. The yield is 0.940.